From a dataset of Reaction yield outcomes from USPTO patents with 853,638 reactions. Predict the reaction yield, written as a fraction of the theoretical maximum amount of product (1.0 means a 100% yield; for example, 0.34 means a 34% yield). (1) The reactants are [CH2:1]([O:8][C@H:9]1[CH2:13][N:12]([C:14]([O:16][C:17]([CH3:20])([CH3:19])[CH3:18])=[O:15])[C@H:11]([CH2:21][OH:22])[CH2:10]1)[C:2]1[CH:7]=[CH:6][CH:5]=[CH:4][CH:3]=1.CCN(CC)CC. The catalyst is CS(C)=O.CCOCC. The product is [CH2:1]([O:8][C@H:9]1[CH2:13][N:12]([C:14]([O:16][C:17]([CH3:18])([CH3:19])[CH3:20])=[O:15])[C@H:11]([CH:21]=[O:22])[CH2:10]1)[C:2]1[CH:7]=[CH:6][CH:5]=[CH:4][CH:3]=1. The yield is 1.00. (2) The yield is 0.830. The catalyst is CO.[Pd]. The reactants are C(OC([N:11]1[CH2:17][CH2:16][C:15](=[O:18])[N:14]([CH2:19][CH2:20][CH2:21][N:22]2[CH2:27][CH2:26][CH2:25][CH2:24][CH2:23]2)[CH2:13][C@H:12]1[CH3:28])=O)C1C=CC=CC=1. The product is [CH3:28][C@@H:12]1[CH2:13][N:14]([CH2:19][CH2:20][CH2:21][N:22]2[CH2:27][CH2:26][CH2:25][CH2:24][CH2:23]2)[C:15](=[O:18])[CH2:16][CH2:17][NH:11]1.